This data is from NCI-60 drug combinations with 297,098 pairs across 59 cell lines. The task is: Regression. Given two drug SMILES strings and cell line genomic features, predict the synergy score measuring deviation from expected non-interaction effect. (1) Drug 1: C1C(C(OC1N2C=C(C(=O)NC2=O)F)CO)O. Drug 2: CS(=O)(=O)CCNCC1=CC=C(O1)C2=CC3=C(C=C2)N=CN=C3NC4=CC(=C(C=C4)OCC5=CC(=CC=C5)F)Cl. Cell line: BT-549. Synergy scores: CSS=13.7, Synergy_ZIP=-3.52, Synergy_Bliss=-2.32, Synergy_Loewe=-7.64, Synergy_HSA=-2.33. (2) Drug 1: CN(C)C1=NC(=NC(=N1)N(C)C)N(C)C. Drug 2: CCN(CC)CCCC(C)NC1=C2C=C(C=CC2=NC3=C1C=CC(=C3)Cl)OC. Cell line: A549. Synergy scores: CSS=35.3, Synergy_ZIP=15.1, Synergy_Bliss=20.4, Synergy_Loewe=12.7, Synergy_HSA=16.4. (3) Drug 1: CCC1=CC2CC(C3=C(CN(C2)C1)C4=CC=CC=C4N3)(C5=C(C=C6C(=C5)C78CCN9C7C(C=CC9)(C(C(C8N6C)(C(=O)OC)O)OC(=O)C)CC)OC)C(=O)OC.C(C(C(=O)O)O)(C(=O)O)O. Drug 2: CC1CCC2CC(C(=CC=CC=CC(CC(C(=O)C(C(C(=CC(C(=O)CC(OC(=O)C3CCCCN3C(=O)C(=O)C1(O2)O)C(C)CC4CCC(C(C4)OC)O)C)C)O)OC)C)C)C)OC. Cell line: SNB-19. Synergy scores: CSS=27.2, Synergy_ZIP=-3.76, Synergy_Bliss=-2.23, Synergy_Loewe=-0.744, Synergy_HSA=1.27. (4) Drug 2: C(CC(=O)O)C(=O)CN.Cl. Drug 1: CC1=C(C=C(C=C1)C(=O)NC2=CC(=CC(=C2)C(F)(F)F)N3C=C(N=C3)C)NC4=NC=CC(=N4)C5=CN=CC=C5. Synergy scores: CSS=-4.19, Synergy_ZIP=1.93, Synergy_Bliss=1.57, Synergy_Loewe=-4.32, Synergy_HSA=-4.10. Cell line: HCT116. (5) Drug 1: C1=C(C(=O)NC(=O)N1)F. Drug 2: CC1C(C(CC(O1)OC2CC(CC3=C2C(=C4C(=C3O)C(=O)C5=CC=CC=C5C4=O)O)(C(=O)C)O)N)O. Cell line: KM12. Synergy scores: CSS=41.5, Synergy_ZIP=-13.1, Synergy_Bliss=-17.0, Synergy_Loewe=-10.2, Synergy_HSA=-9.15. (6) Drug 2: COC1=NC(=NC2=C1N=CN2C3C(C(C(O3)CO)O)O)N. Synergy scores: CSS=-1.71, Synergy_ZIP=4.29, Synergy_Bliss=4.97, Synergy_Loewe=-1.69, Synergy_HSA=-1.90. Cell line: KM12. Drug 1: C1CCN(CC1)CCOC2=CC=C(C=C2)C(=O)C3=C(SC4=C3C=CC(=C4)O)C5=CC=C(C=C5)O. (7) Drug 1: C1=CC(=CC=C1CCC2=CNC3=C2C(=O)NC(=N3)N)C(=O)NC(CCC(=O)O)C(=O)O. Drug 2: CC1CCC2CC(C(=CC=CC=CC(CC(C(=O)C(C(C(=CC(C(=O)CC(OC(=O)C3CCCCN3C(=O)C(=O)C1(O2)O)C(C)CC4CCC(C(C4)OC)OCCO)C)C)O)OC)C)C)C)OC. Cell line: U251. Synergy scores: CSS=38.8, Synergy_ZIP=-6.21, Synergy_Bliss=-7.06, Synergy_Loewe=-1.55, Synergy_HSA=-0.458.